Dataset: Full USPTO retrosynthesis dataset with 1.9M reactions from patents (1976-2016). Task: Predict the reactants needed to synthesize the given product. (1) The reactants are: [C:1]([NH:4][N:5]=[C:6]([C:15]#[N:16])[C:7]1[CH:12]=[CH:11][C:10]([Cl:13])=[C:9]([Cl:14])[CH:8]=1)(=[NH:3])[NH2:2].C([OH:20])CC. Given the product [NH2:3][C:1]1[N:4]=[N:5][C:6]([C:7]2[CH:12]=[CH:11][C:10]([Cl:13])=[C:9]([Cl:14])[CH:8]=2)=[C:15]([NH2:16])[N:2]=1.[Cl:14][C:9]1[CH:8]=[C:7]([CH:12]=[CH:11][C:10]=1[Cl:13])[C:6]([C:15]#[N:16])=[O:20], predict the reactants needed to synthesize it. (2) The reactants are: [CH3:1][C:2]1([CH3:21])[N:6]([C:7]([O:9][CH2:10][C:11]2[CH:16]=[CH:15][CH:14]=[CH:13][CH:12]=2)=[O:8])[C@@H:5]([C:17]([O:19]C)=O)[CH2:4][O:3]1.[Cl-].[NH4+].[CH2:24](OCC)[CH3:25]. Given the product [OH:19][C:17]1([C@H:5]2[CH2:4][O:3][C:2]([CH3:1])([CH3:21])[N:6]2[C:7]([O:9][CH2:10][C:11]2[CH:12]=[CH:13][CH:14]=[CH:15][CH:16]=2)=[O:8])[CH2:25][CH2:24]1, predict the reactants needed to synthesize it. (3) The reactants are: P([O-])([O-])([O-])=O.[K+].[K+].[K+].Br[C:10]1[CH:29]=[CH:28][C:13]([CH2:14][N:15]2[C:23]3[C:18](=[N:19][CH:20]=[CH:21][CH:22]=3)[C:17]([C:24]([O:26][CH3:27])=[O:25])=[CH:16]2)=[C:12]([F:30])[CH:11]=1.[CH3:31][N:32]1[CH:36]=[C:35](B2OC(C)(C)C(C)(C)O2)[CH:34]=[N:33]1.C1(P(C2CCCCC2)C2CCCCC2)CCCCC1. Given the product [F:30][C:12]1[CH:11]=[C:10]([C:35]2[CH:34]=[N:33][N:32]([CH3:31])[CH:36]=2)[CH:29]=[CH:28][C:13]=1[CH2:14][N:15]1[C:23]2[C:18](=[N:19][CH:20]=[CH:21][CH:22]=2)[C:17]([C:24]([O:26][CH3:27])=[O:25])=[CH:16]1, predict the reactants needed to synthesize it. (4) Given the product [C:38]([N:7]1[CH2:8][C:9]2[C:10]([C:32]3[S:33][CH:34]=[CH:35][CH:36]=3)=[C:11]3[C:20]4[CH:19]=[C:18]([C:21]5[CH:22]=[N:23][CH:24]=[CH:25][CH:26]=5)[C:17]([O:27][CH3:28])=[CH:16][C:15]=4[CH2:14][CH2:13][N:12]3[C:29]=2[C:30](=[O:31])[N:4]([CH:1]([CH3:3])[CH3:2])[CH2:5][CH2:6]1)(=[O:39])[CH3:37], predict the reactants needed to synthesize it. The reactants are: [CH:1]([N:4]1[C:30](=[O:31])[C:29]2[N:12]3[CH2:13][CH2:14][C:15]4[CH:16]=[C:17]([O:27][CH3:28])[C:18]([C:21]5[CH:22]=[N:23][CH:24]=[CH:25][CH:26]=5)=[CH:19][C:20]=4[C:11]3=[C:10]([C:32]3[S:33][CH:34]=[CH:35][CH:36]=3)[C:9]=2[CH2:8][NH:7][CH2:6][CH2:5]1)([CH3:3])[CH3:2].[CH3:37][C:38](OC(C)=O)=[O:39].O.[NH4+].[OH-].